Dataset: Forward reaction prediction with 1.9M reactions from USPTO patents (1976-2016). Task: Predict the product of the given reaction. (1) Given the reactants [CH:1]([C:4]1[C:13]([O:14]C)=[CH:12][C:7]([C:8]([O:10][CH3:11])=[O:9])=[CH:6][C:5]=1[O:16]C)([CH3:3])[CH3:2].B(Br)(Br)Br.[Cl-].[NH4+], predict the reaction product. The product is: [OH:14][C:13]1[CH:12]=[C:7]([CH:6]=[C:5]([OH:16])[C:4]=1[CH:1]([CH3:2])[CH3:3])[C:8]([O:10][CH3:11])=[O:9]. (2) Given the reactants [Cl:1][C:2]1[CH:7]=[CH:6][C:5]([C:8]2[Se:9][C:10]([CH2:13][OH:14])=[CH:11][N:12]=2)=[CH:4][CH:3]=1.[H-].[Na+].Cl[C:18]1[CH:24]2[CH2:25][CH:21]([CH2:22][CH2:23]2)[C:20](=[O:26])[CH:19]=1, predict the reaction product. The product is: [Cl:1][C:2]1[CH:3]=[CH:4][C:5]([C:8]2[Se:9][C:10]([CH2:13][O:14][C:18]3[CH:24]4[CH2:25][CH:21]([CH2:22][CH2:23]4)[C:20](=[O:26])[CH:19]=3)=[CH:11][N:12]=2)=[CH:6][CH:7]=1. (3) Given the reactants [C:1]([N:8]1[CH2:12][CH2:11][CH2:10][CH2:9]1)([O:3][C:4]([CH3:7])([CH3:6])[CH3:5])=[O:2].CN(CCN(C)C)C.N[C@H](C(O)=O)C[SeH].[Li]CCCC.[CH3:33][C:34]1[C:38]([C:39]2[CH:40]=[C:41]([CH:58]=[O:59])[C:42]3[N:46]=[C:45]([O:47][CH2:48][CH3:49])[N:44](C(OC(C)(C)C)=O)[C:43]=3[CH:57]=2)=[C:37]([CH3:60])[O:36][N:35]=1, predict the reaction product. The product is: [CH3:33][C:34]1[C:38]([C:39]2[CH:40]=[C:41]([CH:58]([OH:59])[CH:12]3[CH2:11][CH2:10][CH2:9][N:8]3[C:1]([O:3][C:4]([CH3:7])([CH3:6])[CH3:5])=[O:2])[C:42]3[N:46]=[C:45]([O:47][CH2:48][CH3:49])[NH:44][C:43]=3[CH:57]=2)=[C:37]([CH3:60])[O:36][N:35]=1. (4) The product is: [CH3:20][O:21][C:22](=[O:33])[CH2:23][CH2:24][C:25]1[CH:30]=[CH:29][C:28]([O:9][CH:7]([C:6]2[O:5][C:4]([C:10]3[CH:15]=[CH:14][C:13]([C:16]([F:19])([F:18])[F:17])=[CH:12][CH:11]=3)=[N:3][C:2]=2[CH3:1])[CH3:8])=[CH:27][C:26]=1[CH3:32]. Given the reactants [CH3:1][C:2]1[N:3]=[C:4]([C:10]2[CH:15]=[CH:14][C:13]([C:16]([F:19])([F:18])[F:17])=[CH:12][CH:11]=2)[O:5][C:6]=1[CH:7]([OH:9])[CH3:8].[CH3:20][O:21][C:22](=[O:33])[CH2:23][CH2:24][C:25]1[CH:30]=[CH:29][C:28](O)=[CH:27][C:26]=1[CH3:32].C(P(CCCC)CCCC)CCC.N(C(N1CCCCC1)=O)=NC(N1CCCCC1)=O, predict the reaction product. (5) Given the reactants S.[CH2:2]([O:4][C:5]([C:7]1([CH2:19][O:20][C:21]2[C:30]([Cl:31])=[C:29]3[C:24]([CH:25]=[CH:26][C:27]([C:32]#[N:33])=[CH:28]3)=[CH:23][CH:22]=2)[CH2:12][CH2:11][N:10]([C:13]2[CH:18]=[CH:17][N:16]=[CH:15][CH:14]=2)[CH2:9][CH2:8]1)=[O:6])[CH3:3].[N:34]1C=CC=CC=1, predict the reaction product. The product is: [ClH:31].[ClH:31].[CH2:2]([O:4][C:5]([C:7]1([CH2:19][O:20][C:21]2[C:30]([Cl:31])=[C:29]3[C:24]([CH:25]=[CH:26][C:27]([C:32](=[NH:34])[NH2:33])=[CH:28]3)=[CH:23][CH:22]=2)[CH2:8][CH2:9][N:10]([C:13]2[CH:14]=[CH:15][N:16]=[CH:17][CH:18]=2)[CH2:11][CH2:12]1)=[O:6])[CH3:3]. (6) Given the reactants [CH2:1]([O:3][C:4](=[O:12])[CH:5]=[C:6]1[CH2:11][CH2:10][CH2:9][CH2:8][CH2:7]1)[CH3:2].[N+:13]([CH3:16])([O-:15])=[O:14].[F-].C([N+](CCCC)(CCCC)CCCC)CCC, predict the reaction product. The product is: [CH2:1]([O:3][C:4](=[O:12])[CH2:5][C:6]1([CH2:16][N+:13]([O-:15])=[O:14])[CH2:11][CH2:10][CH2:9][CH2:8][CH2:7]1)[CH3:2]. (7) Given the reactants [F:1][C:2]1([C:6]2[C:7]([O:15][CH2:16][C:17]([F:20])([F:19])[F:18])=[CH:8][C:9]([C:12]([OH:14])=O)=[N:10][CH:11]=2)[CH2:5][O:4][CH2:3]1.[CH:21]1([C:24]([NH2:32])([C:26]2[N:30]=[C:29]([CH3:31])[O:28][N:27]=2)[CH3:25])[CH2:23][CH2:22]1, predict the reaction product. The product is: [CH:21]1([C:24]([NH:32][C:12]([C:9]2[CH:8]=[C:7]([O:15][CH2:16][C:17]([F:20])([F:19])[F:18])[C:6]([C:2]3([F:1])[CH2:3][O:4][CH2:5]3)=[CH:11][N:10]=2)=[O:14])([C:26]2[N:30]=[C:29]([CH3:31])[O:28][N:27]=2)[CH3:25])[CH2:23][CH2:22]1. (8) The product is: [OH:13][CH2:14][C:15]1[N:6]([CH2:5][CH2:4][O:3][CH3:2])[CH:8]=[N:9][CH:17]=1. Given the reactants Cl.[CH3:2][O:3][CH2:4][CH2:5][NH2:6].[S-][C:8]#[N:9].[K+].[CH2:14]1[O:13][C:15](O)([CH2:17]O)[CH2:14][O:13][C:15]1(O)[CH2:17]O.O, predict the reaction product. (9) Given the reactants [CH:1]([N:4]([CH3:25])[C:5]1[C:6]([C:19]2[CH:24]=[CH:23][CH:22]=[CH:21][CH:20]=2)=[N:7][C:8]2[C:13]([N:14]=1)=[CH:12][C:11]([C:15]([O:17]C)=[O:16])=[CH:10][CH:9]=2)([CH3:3])[CH3:2].[OH-].[Na+].Cl, predict the reaction product. The product is: [CH:1]([N:4]([CH3:25])[C:5]1[C:6]([C:19]2[CH:24]=[CH:23][CH:22]=[CH:21][CH:20]=2)=[N:7][C:8]2[C:13]([N:14]=1)=[CH:12][C:11]([C:15]([OH:17])=[O:16])=[CH:10][CH:9]=2)([CH3:3])[CH3:2]. (10) Given the reactants [F:1][C:2]1([CH2:11][CH2:12][CH:13]2[C:21]3[C:16](=[CH:17][CH:18]=[CH:19][C:20]=3[F:22])[C:15]3=[CH:23][N:24]=[CH:25][N:14]23)[CH2:7][CH2:6][CH:5]([C:8]([OH:10])=O)[CH2:4][CH2:3]1.[NH:26]([CH3:28])[CH3:27].Cl.CC#N, predict the reaction product. The product is: [F:1][C:2]1([CH2:11][CH2:12][CH:13]2[C:21]3[C:16](=[CH:17][CH:18]=[CH:19][C:20]=3[F:22])[C:15]3=[CH:23][N:24]=[CH:25][N:14]23)[CH2:7][CH2:6][CH:5]([C:8]([N:26]([CH3:28])[CH3:27])=[O:10])[CH2:4][CH2:3]1.